From a dataset of Full USPTO retrosynthesis dataset with 1.9M reactions from patents (1976-2016). Predict the reactants needed to synthesize the given product. (1) Given the product [Cl:38][C:39]1[CH:48]=[C:47]2[C:42]([C:43]([N:49]3[CH2:54][CH2:53][N:52]([C:17]([NH:15][CH:12]4[CH2:11][CH2:10][CH2:9][N:8]([C:6]([O:5][C:2]([CH3:1])([CH3:3])[CH3:4])=[O:7])[CH2:14][CH2:13]4)=[O:18])[CH2:51][CH2:50]3)=[CH:44][CH:45]=[N:46]2)=[CH:41][CH:40]=1, predict the reactants needed to synthesize it. The reactants are: [CH3:1][C:2]([O:5][C:6]([N:8]1[CH2:14][CH2:13][CH:12]([NH2:15])[CH2:11][CH2:10][CH2:9]1)=[O:7])([CH3:4])[CH3:3].Cl[C:17](OC1C=CC([N+]([O-])=O)=CC=1)=[O:18].C(N(C(C)C)CC)(C)C.[Cl:38][C:39]1[CH:48]=[C:47]2[C:42]([C:43]([N:49]3[CH2:54][CH2:53][NH:52][CH2:51][CH2:50]3)=[CH:44][CH:45]=[N:46]2)=[CH:41][CH:40]=1. (2) Given the product [Br:4][C:5]1[CH:10]=[CH:9][C:8]([F:11])=[CH:7][C:6]=1[CH2:12][NH:13][C:14]([NH:2][NH2:3])=[S:15], predict the reactants needed to synthesize it. The reactants are: O.[NH2:2][NH2:3].[Br:4][C:5]1[CH:10]=[CH:9][C:8]([F:11])=[CH:7][C:6]=1[CH2:12][N:13]=[C:14]=[S:15]. (3) The reactants are: [N:1]1[CH:6]=[CH:5][CH:4]=[C:3](/[CH:7]=[CH:8]/[S:9]([O-:12])(=O)=[O:10])[CH:2]=1.[K+].O=P(Cl)(Cl)[Cl:16]. Given the product [N:1]1[CH:6]=[CH:5][CH:4]=[C:3](/[CH:7]=[CH:8]/[S:9]([Cl:16])(=[O:12])=[O:10])[CH:2]=1, predict the reactants needed to synthesize it. (4) Given the product [C:11]([O:10][C:8]([N:5]1[CH2:4][CH2:3][CH:2]([NH:1][C:39]([NH:36][CH2:35][C:34]([O:33][CH3:32])=[O:37])=[O:38])[CH2:7][CH2:6]1)=[O:9])([CH3:14])([CH3:13])[CH3:12], predict the reactants needed to synthesize it. The reactants are: [NH2:1][CH:2]1[CH2:7][CH2:6][N:5]([C:8]([O:10][C:11]([CH3:14])([CH3:13])[CH3:12])=[O:9])[CH2:4][CH2:3]1.C(N(CC)CC)C.C(N(C(C)C)CC)(C)C.Cl.[CH3:32][O:33][C:34](=[O:37])[CH2:35][NH2:36].[O:38]1CCC[CH2:39]1.